This data is from Retrosynthesis with 50K atom-mapped reactions and 10 reaction types from USPTO. The task is: Predict the reactants needed to synthesize the given product. The reactants are: CC(C)(C)CC(C)(C)N.S=C=NCCc1cccs1. Given the product CC(C)(C)CC(C)(C)NC(=S)NCCc1cccs1, predict the reactants needed to synthesize it.